Dataset: Peptide-MHC class I binding affinity with 185,985 pairs from IEDB/IMGT. Task: Regression. Given a peptide amino acid sequence and an MHC pseudo amino acid sequence, predict their binding affinity value. This is MHC class I binding data. The peptide sequence is RQGSTPLAL. The MHC is HLA-B15:01 with pseudo-sequence HLA-B15:01. The binding affinity (normalized) is 0.593.